Dataset: TCR-epitope binding with 47,182 pairs between 192 epitopes and 23,139 TCRs. Task: Binary Classification. Given a T-cell receptor sequence (or CDR3 region) and an epitope sequence, predict whether binding occurs between them. (1) The epitope is KMKDLSPRW. The TCR CDR3 sequence is CSVEGTSGITYNEQFF. Result: 0 (the TCR does not bind to the epitope). (2) The epitope is LEPLVDLPI. The TCR CDR3 sequence is CASSEVVSTTYEQYF. Result: 0 (the TCR does not bind to the epitope). (3) The epitope is IPRRNVATL. The TCR CDR3 sequence is CASSETSGSVYEQYF. Result: 0 (the TCR does not bind to the epitope). (4) The epitope is TEILPVSMTK. The TCR CDR3 sequence is CASSLGLAGSPIDTQYF. Result: 0 (the TCR does not bind to the epitope).